This data is from Forward reaction prediction with 1.9M reactions from USPTO patents (1976-2016). The task is: Predict the product of the given reaction. (1) Given the reactants [F:1][C:2]1[CH:7]=[CH:6][C:5]([C:8]2[C:13]([N:14]3[CH2:19][CH2:18][CH:17]([C:20]([OH:22])=O)[CH2:16][CH2:15]3)=[CH:12][N:11]=[CH:10][N:9]=2)=[CH:4][CH:3]=1.Cl.[F:24][C@H:25]1[CH2:29][CH2:28][NH:27][CH2:26]1.CN(C(ON1N=NC2C=CC=NC1=2)=[N+](C)C)C.F[P-](F)(F)(F)(F)F.CCN(C(C)C)C(C)C, predict the reaction product. The product is: [F:1][C:2]1[CH:7]=[CH:6][C:5]([C:8]2[C:13]([N:14]3[CH2:19][CH2:18][CH:17]([C:20]([N:27]4[CH2:28][CH2:29][C@H:25]([F:24])[CH2:26]4)=[O:22])[CH2:16][CH2:15]3)=[CH:12][N:11]=[CH:10][N:9]=2)=[CH:4][CH:3]=1. (2) Given the reactants C(=O)([O-])[O-:2].[NH2:5][C:6]([NH2:8])=[NH2+:7].[NH2:9][C:10]([NH2:12])=[NH2+:11].[OH-].[Mg+2:14].[OH-].[P:16](=[O:20])([OH:19])([OH:18])[OH:17], predict the reaction product. The product is: [OH2:2].[P:16]([O-:20])([O-:19])([O-:18])=[O:17].[Mg+2:14].[NH2:7][C:6]([NH2:8])=[NH:5].[P:16]([O-:20])([O-:19])([O-:18])=[O:17].[Mg+2:14].[Mg+2:14].[NH2:11][C:10]([NH2:12])=[NH:9].[Mg+2:14].[Mg+2:14].[Mg+2:14].[P:16]([O-:20])([O-:19])([O-:18])=[O:17].[P:16]([O-:20])([O-:19])([O-:18])=[O:17]. (3) Given the reactants [C:1]([O:6][CH3:7])(=[O:5])[C:2]([CH3:4])=[CH2:3].[C:8]([O:12][CH2:13][CH2:14][CH2:15][CH3:16])(=[O:11])[CH:9]=[CH2:10].S(OOS([O-])(=O)=O)([O-])(=O)=O.[K+].[K+], predict the reaction product. The product is: [C:1]([O:6][CH3:7])(=[O:5])[C:2]([CH3:4])=[CH2:3].[C:8]([O:12][CH2:13][CH2:14][CH2:15][CH3:16])(=[O:11])[CH:9]=[CH2:10].